From a dataset of Catalyst prediction with 721,799 reactions and 888 catalyst types from USPTO. Predict which catalyst facilitates the given reaction. Reactant: [F:1][C:2]1[CH:3]=[C:4]([CH:8]=[CH:9][C:10]=1[CH:11]([O:13][C:14]1[CH:19]=[CH:18][CH:17]=[CH:16][CH:15]=1)[CH3:12])[C:5]([OH:7])=O.ON1C2C=CC=CC=2N=N1.Cl.CN(C)CCCN=C=NCC.C(N(CC)CC)C.[NH2:49][CH2:50][C:51]1[C:52]([OH:59])=[N:53][C:54]([CH3:58])=[CH:55][C:56]=1[CH3:57]. Product: [F:1][C:2]1[CH:3]=[C:4]([CH:8]=[CH:9][C:10]=1[CH:11]([O:13][C:14]1[CH:19]=[CH:18][CH:17]=[CH:16][CH:15]=1)[CH3:12])[C:5]([NH:49][CH2:50][C:51]1[C:52]([OH:59])=[N:53][C:54]([CH3:58])=[CH:55][C:56]=1[CH3:57])=[O:7]. The catalyst class is: 46.